This data is from Reaction yield outcomes from USPTO patents with 853,638 reactions. The task is: Predict the reaction yield, written as a fraction of the theoretical maximum amount of product (1.0 means a 100% yield; for example, 0.34 means a 34% yield). (1) The reactants are [Cl:1][C:2]1[CH:3]=[C:4]([CH2:8][C:9]([OH:11])=O)[CH:5]=[CH:6][CH:7]=1.CCN(C(C)C)C(C)C.CC(C)(C)C(Cl)=O.[CH2:28]([C@@H:35]1[CH2:39][O:38][C:37](=[O:40])[NH:36]1)[C:29]1[CH:34]=[CH:33][CH:32]=[CH:31][CH:30]=1.[Li]CCCC.[O-][Mn](=O)(=O)=O.[K+]. The catalyst is C1COCC1. The product is [CH2:28]([C@@H:35]1[CH2:39][O:38][C:37](=[O:40])[N:36]1[C:9](=[O:11])[CH2:8][C:4]1[CH:5]=[CH:6][CH:7]=[C:2]([Cl:1])[CH:3]=1)[C:29]1[CH:30]=[CH:31][CH:32]=[CH:33][CH:34]=1. The yield is 0.294. (2) The reactants are [CH3:1][O:2][C:3]1[CH:4]=[C:5]([C:9]2[C:10]3[N:11]([N:15]=[C:16]([NH2:18])[N:17]=3)[CH:12]=[CH:13][CH:14]=2)[CH:6]=[CH:7][CH:8]=1.Br[C:20]1[CH:25]=[CH:24][N:23]=[C:22]([CH3:26])[CH:21]=1.CC(C)([O-])C.[Na+].C1(P(C2C=C(C)C=C(C)C=2)C2C=CC3C(=CC=CC=3)C=2C2C3C(=CC=CC=3)C=CC=2P(C2C=C(C)C=C(C)C=2)C2C=C(C)C=C(C)C=2)C=C(C)C=C(C)C=1. The catalyst is C1(C)C=CC=CC=1.C1C=CC(/C=C/C(/C=C/C2C=CC=CC=2)=O)=CC=1.C1C=CC(/C=C/C(/C=C/C2C=CC=CC=2)=O)=CC=1.C1C=CC(/C=C/C(/C=C/C2C=CC=CC=2)=O)=CC=1.[Pd].[Pd]. The product is [CH3:1][O:2][C:3]1[CH:4]=[C:5]([C:9]2[C:10]3[N:11]([N:15]=[C:16]([NH:18][C:20]4[CH:25]=[CH:24][N:23]=[C:22]([CH3:26])[CH:21]=4)[N:17]=3)[CH:12]=[CH:13][CH:14]=2)[CH:6]=[CH:7][CH:8]=1. The yield is 0.390. (3) The reactants are [CH2:1]([O:8][C:9]([NH:11][C@@H:12]([CH2:16][CH3:17])[C:13]([OH:15])=[O:14])=[O:10])[C:2]1[CH:7]=[CH:6][CH:5]=[CH:4][CH:3]=1.[CH3:18]O. The catalyst is C1(C)C=CC=CC=1. The product is [CH2:1]([O:8][C:9]([NH:11][C@@H:12]([CH2:16][CH3:17])[C:13]([O:15][CH3:18])=[O:14])=[O:10])[C:2]1[CH:3]=[CH:4][CH:5]=[CH:6][CH:7]=1. The yield is 0.480. (4) The reactants are [CH3:1][N:2]([CH:10]1[CH2:15][CH2:14][C:13]([C:16]2[C:24]3[C:19](=[CH:20][CH:21]=[C:22]([NH:25][C:26]([C:28]4[S:29][CH:30]=[CH:31][CH:32]=4)=[NH:27])[CH:23]=3)[NH:18][CH:17]=2)=[CH:12][CH2:11]1)C(=O)OC(C)(C)C.C(O)(C(F)(F)F)=O. The catalyst is C(Cl)Cl. The product is [CH3:1][NH:2][CH:10]1[CH2:15][CH2:14][C:13]([C:16]2[C:24]3[C:19](=[CH:20][CH:21]=[C:22]([NH:25][C:26]([C:28]4[S:29][CH:30]=[CH:31][CH:32]=4)=[NH:27])[CH:23]=3)[NH:18][CH:17]=2)=[CH:12][CH2:11]1. The yield is 0.740. (5) The reactants are Cl[C:2]1[C:11]2[C:6](=[CH:7][C:8]([O:14][CH2:15][CH2:16][CH2:17][N:18]3[CH2:23][CH2:22][CH2:21][CH2:20][CH2:19]3)=[C:9]([O:12][CH3:13])[CH:10]=2)[N:5]=[CH:4][N:3]=1.[OH:24][C:25]1[CH:26]=[C:27]2[C:31](=[CH:32][CH:33]=1)[NH:30][C:29]([CH3:34])=[CH:28]2.C(=O)([O-])[O-].[K+].[K+]. The catalyst is CN(C=O)C. The product is [CH3:13][O:12][C:9]1[CH:10]=[C:11]2[C:6](=[CH:7][C:8]=1[O:14][CH2:15][CH2:16][CH2:17][N:18]1[CH2:23][CH2:22][CH2:21][CH2:20][CH2:19]1)[N:5]=[CH:4][N:3]=[C:2]2[O:24][C:25]1[CH:26]=[C:27]2[C:31](=[CH:32][CH:33]=1)[NH:30][C:29]([CH3:34])=[CH:28]2. The yield is 0.540.